From a dataset of Reaction yield outcomes from USPTO patents with 853,638 reactions. Predict the reaction yield, written as a fraction of the theoretical maximum amount of product (1.0 means a 100% yield; for example, 0.34 means a 34% yield). (1) The catalyst is C1(C)C=CC=CC=1. The reactants are C[Al](C)C.[CH3:5][C:6]1[N:7]=[CH:8][C:9]([NH2:12])=[N:10][CH:11]=1.[OH:13][C@H:14]([CH2:19][O:20][C@@H:21]([CH3:34])[CH2:22][O:23][Si:24]([CH:31]([CH3:33])[CH3:32])([CH:28]([CH3:30])[CH3:29])[CH:25]([CH3:27])[CH3:26])[C:15](OC)=[O:16]. The product is [OH:13][C@@H:14]([CH2:19][O:20][C@H:21]([CH3:34])[CH2:22][O:23][Si:24]([CH:28]([CH3:30])[CH3:29])([CH:31]([CH3:33])[CH3:32])[CH:25]([CH3:26])[CH3:27])[C:15]([NH:12][C:9]1[CH:8]=[N:7][C:6]([CH3:5])=[CH:11][N:10]=1)=[O:16]. The yield is 0.565. (2) The reactants are Br[C:2]1[C:3]([N:23]([CH3:28])[S:24]([CH3:27])(=[O:26])=[O:25])=[CH:4][C:5]2[O:9][C:8]([C:10]3[CH:15]=[CH:14][C:13]([F:16])=[CH:12][C:11]=3[F:17])=[C:7]([C:18]([NH:20][CH3:21])=[O:19])[C:6]=2[CH:22]=1.[B:29]1([B:29]2[O:33][C:32]([CH3:35])([CH3:34])[C:31]([CH3:37])([CH3:36])[O:30]2)[O:33][C:32]([CH3:35])([CH3:34])[C:31]([CH3:37])([CH3:36])[O:30]1.CC([O-])=O.[K+]. The catalyst is O1CCOCC1.O.C1C=CC(P(C2C=CC=CC=2)[C-]2C=CC=C2)=CC=1.C1C=CC(P(C2C=CC=CC=2)[C-]2C=CC=C2)=CC=1.Cl[Pd]Cl.[Fe+2]. The product is [F:17][C:11]1[CH:12]=[C:13]([F:16])[CH:14]=[CH:15][C:10]=1[C:8]1[O:9][C:5]2[CH:4]=[C:3]([N:23]([CH3:28])[S:24]([CH3:27])(=[O:26])=[O:25])[C:2]([B:29]3[O:33][C:32]([CH3:35])([CH3:34])[C:31]([CH3:37])([CH3:36])[O:30]3)=[CH:22][C:6]=2[C:7]=1[C:18]([NH:20][CH3:21])=[O:19]. The yield is 0.540. (3) The reactants are [Cl:1][C:2]1[CH:16]=[CH:15][C:5]([O:6][C:7]2[CH:12]=[CH:11][C:10]([CH2:13]O)=[CH:9][CH:8]=2)=[CH:4][C:3]=1[C:17]([F:20])([F:19])[F:18].P(Br)(Br)[Br:22].C([O-])(O)=O.[Na+]. The catalyst is C(OCC)C. The product is [Br:22][CH2:13][C:10]1[CH:11]=[CH:12][C:7]([O:6][C:5]2[CH:15]=[CH:16][C:2]([Cl:1])=[C:3]([C:17]([F:20])([F:19])[F:18])[CH:4]=2)=[CH:8][CH:9]=1. The yield is 0.530. (4) The reactants are C([O:8][C@H:9]([CH3:48])[CH2:10][CH2:11][CH2:12][CH2:13][O:14][C:15]1([CH3:47])[CH2:20][CH2:19][N:18]([C:21]2[N:26]3[N:27]=[C:28]([C:30]([O:32][CH2:33][CH3:34])=[O:31])[CH:29]=[C:25]3[N:24]=[C:23]([CH3:35])[C:22]=2[C@H:36]([O:42][C:43]([CH3:46])([CH3:45])[CH3:44])[C:37]([O:39][CH2:40][CH3:41])=[O:38])[CH2:17][CH2:16]1)C1C=CC=CC=1.[H][H]. The catalyst is CCO.[Pd]. The product is [C:43]([O:42][C@@H:36]([C:22]1[C:23]([CH3:35])=[N:24][C:25]2[N:26]([N:27]=[C:28]([C:30]([O:32][CH2:33][CH3:34])=[O:31])[CH:29]=2)[C:21]=1[N:18]1[CH2:19][CH2:20][C:15]([O:14][CH2:13][CH2:12][CH2:11][CH2:10][C@H:9]([OH:8])[CH3:48])([CH3:47])[CH2:16][CH2:17]1)[C:37]([O:39][CH2:40][CH3:41])=[O:38])([CH3:44])([CH3:45])[CH3:46]. The yield is 0.820. (5) The reactants are [CH3:1][O:2][C:3]1[CH:4]=[C:5]([CH:11]([C:14](=O)[CH2:15][CH3:16])[C:12]#[N:13])[CH:6]=[CH:7][C:8]=1[O:9][CH3:10].[NH2:18][NH2:19].[OH:20][C:21]1[CH:28]=[CH:27][C:24]([CH:25]=O)=[CH:23][CH:22]=1.[F:29][C:30]([F:35])([F:34])[C:31]([OH:33])=[O:32]. The catalyst is C(O)C. The product is [F:29][C:30]([F:35])([F:34])[C:31]([OH:33])=[O:32].[CH2:15]([C:14]1[C:11]2[C:5]3[CH:4]=[C:3]([O:2][CH3:1])[C:8]([O:9][CH3:10])=[CH:7][C:6]=3[C:25]([C:24]3[CH:27]=[CH:28][C:21]([OH:20])=[CH:22][CH:23]=3)=[N:13][C:12]=2[NH:19][N:18]=1)[CH3:16]. The yield is 0.280. (6) The reactants are [OH:1][C:2]1[CH:7]=[CH:6][C:5](B(O)O)=[CH:4][CH:3]=1.O.O.O.O.O.O.O.O.O.O.C(=O)([O-])[O-].[Na+].[Na+].Br[C:28]1[CH:29]=[N:30][C:31]([C:34]2[CH:39]=[CH:38][C:37]([CH2:40][C@H:41]([NH:65][C:66]([C:68]3[S:69][C:70]([C:73]([CH3:76])([CH3:75])[CH3:74])=[CH:71][CH:72]=3)=[O:67])[C:42]([NH:44][CH:45]([CH:53]([O:60][C:61]([CH3:64])([CH3:63])[CH3:62])[C:54]3[CH:59]=[CH:58][CH:57]=[CH:56][CH:55]=3)[C:46]([O:48][C:49]([CH3:52])([CH3:51])[CH3:50])=[O:47])=[O:43])=[CH:36][CH:35]=2)=[N:32][CH:33]=1.O1CCOCC1. The catalyst is C1C=CC(P(C2C=CC=CC=2)[C-]2C=CC=C2)=CC=1.C1C=CC(P(C2C=CC=CC=2)[C-]2C=CC=C2)=CC=1.Cl[Pd]Cl.[Fe+2].O. The product is [C:61]([O:60][CH:53]([C:54]1[CH:55]=[CH:56][CH:57]=[CH:58][CH:59]=1)[CH:45]([NH:44][C:42](=[O:43])[C@@H:41]([NH:65][C:66]([C:68]1[S:69][C:70]([C:73]([CH3:75])([CH3:74])[CH3:76])=[CH:71][CH:72]=1)=[O:67])[CH2:40][C:37]1[CH:38]=[CH:39][C:34]([C:31]2[N:30]=[CH:29][C:28]([C:5]3[CH:6]=[CH:7][C:2]([OH:1])=[CH:3][CH:4]=3)=[CH:33][N:32]=2)=[CH:35][CH:36]=1)[C:46]([O:48][C:49]([CH3:52])([CH3:50])[CH3:51])=[O:47])([CH3:62])([CH3:63])[CH3:64]. The yield is 1.06.